Dataset: Full USPTO retrosynthesis dataset with 1.9M reactions from patents (1976-2016). Task: Predict the reactants needed to synthesize the given product. (1) Given the product [Cl:1][C:2]1[CH:3]=[CH:4][C:5]([O:42][CH2:41][CH2:40][C:34]2[C:33]([F:32])=[CH:38][CH:37]=[CH:36][C:35]=2[F:39])=[C:6]([CH:21]=1)[C:7]([NH:9][C@H:10]([C:12]1[CH:13]=[CH:14][C:15]([C:16]([O:18][CH3:43])=[O:17])=[CH:19][CH:20]=1)[CH3:11])=[O:8], predict the reactants needed to synthesize it. The reactants are: [Cl:1][C:2]1[CH:3]=[CH:4][C:5](COC2C=CC(F)=CC=2F)=[C:6]([CH:21]=1)[C:7]([NH:9][C@H:10]([C:12]1[CH:20]=[CH:19][C:15]([C:16]([OH:18])=[O:17])=[CH:14][CH:13]=1)[CH3:11])=[O:8].[F:32][C:33]1[CH:38]=[CH:37][CH:36]=[C:35]([F:39])[C:34]=1[CH2:40][CH2:41][OH:42].[C:43]1(P(C2C=CC=CC=2)C2C=CC=CC=2)C=CC=CC=1.N(C(OC(C)(C)C)=O)=NC(OC(C)(C)C)=O. (2) Given the product [CH3:21][C:3]1[C:4]([N:8]2[CH2:13][CH2:12][N:11]([C:14]([O:16][C:17]([CH3:20])([CH3:19])[CH3:18])=[O:15])[CH2:10][CH2:9]2)=[N:5][CH:6]=[N:7][CH:2]=1, predict the reactants needed to synthesize it. The reactants are: Cl[C:2]1[N:7]=[CH:6][N:5]=[C:4]([N:8]2[CH2:13][CH2:12][N:11]([C:14]([O:16][C:17]([CH3:20])([CH3:19])[CH3:18])=[O:15])[CH2:10][CH2:9]2)[C:3]=1[CH3:21]. (3) Given the product [NH2:1][C:2]1[N:3]=[C:5]([NH:4][C:7]2[CH:8]=[CH:9][C:10]([N:13]3[CH2:14][CH2:15][N:16]([CH3:19])[CH2:17][CH2:18]3)=[CH:11][CH:12]=2)[S:6][C:30]=1[C:29]([C:27]1[CH:26]=[CH:25][C:24]2[O:20][CH2:21][O:22][C:23]=2[CH:28]=1)=[O:32], predict the reactants needed to synthesize it. The reactants are: [N:1]#[C:2][NH2:3].[N:4]([C:7]1[CH:12]=[CH:11][C:10]([N:13]2[CH2:18][CH2:17][N:16]([CH3:19])[CH2:15][CH2:14]2)=[CH:9][CH:8]=1)=[C:5]=[S:6].[O:20]1[C:24]2[CH:25]=[CH:26][C:27]([C:29](=[O:32])[CH2:30]Br)=[CH:28][C:23]=2[O:22][CH2:21]1. (4) Given the product [F:42][C:39]([F:40])([F:41])[C:37]1[CH:36]=[C:5]([CH:4]=[C:3]([C:2]([F:1])([F:43])[F:44])[CH:38]=1)[C:6]([N:8]1[CH2:13][CH2:12][N:11]([CH2:14]/[CH:15]=[CH:16]\[CH2:17][N:18]2[CH2:23][CH2:22][O:21][C@H:20]([CH2:24][O:25][CH3:26])[CH2:19]2)[CH2:10][C@H:9]1[CH2:27][C:28]1[CH:33]=[CH:32][C:31]([CH3:34])=[C:30]([OH:35])[CH:29]=1)=[O:7], predict the reactants needed to synthesize it. The reactants are: [F:1][C:2]([F:44])([F:43])[C:3]1[CH:4]=[C:5]([CH:36]=[C:37]([C:39]([F:42])([F:41])[F:40])[CH:38]=1)[C:6]([N:8]1[CH2:13][CH2:12][N:11]([CH2:14][C:15]#[C:16][CH2:17][N:18]2[CH2:23][CH2:22][O:21][C@H:20]([CH2:24][O:25][CH3:26])[CH2:19]2)[CH2:10][C@H:9]1[CH2:27][C:28]1[CH:33]=[CH:32][C:31]([CH3:34])=[C:30]([OH:35])[CH:29]=1)=[O:7]. (5) Given the product [Si:1]([O:18][CH:19]1[CH2:20][N:21]([C:23]2[O:24][CH:25]=[C:26]([C:28](=[O:30])[NH2:34])[N:27]=2)[CH2:22]1)([C:14]([CH3:17])([CH3:16])[CH3:15])([C:2]1[CH:7]=[CH:6][CH:5]=[CH:4][CH:3]=1)[C:8]1[CH:13]=[CH:12][CH:11]=[CH:10][CH:9]=1, predict the reactants needed to synthesize it. The reactants are: [Si:1]([O:18][CH:19]1[CH2:22][N:21]([C:23]2[O:24][CH:25]=[C:26]([C:28]([O:30]CC)=O)[N:27]=2)[CH2:20]1)([C:14]([CH3:17])([CH3:16])[CH3:15])([C:8]1[CH:13]=[CH:12][CH:11]=[CH:10][CH:9]=1)[C:2]1[CH:7]=[CH:6][CH:5]=[CH:4][CH:3]=1.C[NH2:34].C[Al](C)C.C(O)(=O)C. (6) Given the product [F:1][C:2]1[CH:7]=[CH:6][C:5]([C:14]#[C:13][C:15]2[CH:16]=[N:17][CH:18]=[C:19]([O:21][CH3:22])[CH:20]=2)=[CH:4][C:3]=1[C:9]([F:12])([F:11])[F:10], predict the reactants needed to synthesize it. The reactants are: [F:1][C:2]1[CH:7]=[CH:6][C:5](I)=[CH:4][C:3]=1[C:9]([F:12])([F:11])[F:10].[C:13]([C:15]1[CH:16]=[N:17][CH:18]=[C:19]([O:21][CH3:22])[CH:20]=1)#[CH:14]. (7) The reactants are: [CH3:1][O:2][C:3]1[CH:4]=[C:5]([CH2:9][OH:10])[CH:6]=[CH:7][CH:8]=1.[H-].[Na+].[Cl:13][C:14]1[CH:19]=[CH:18][CH:17]=[C:16](Cl)[N:15]=1.O. Given the product [Cl:13][C:14]1[CH:19]=[CH:18][CH:17]=[C:16]([O:10][CH2:9][C:5]2[CH:6]=[CH:7][CH:8]=[C:3]([O:2][CH3:1])[CH:4]=2)[N:15]=1, predict the reactants needed to synthesize it.